Task: Regression. Given two drug SMILES strings and cell line genomic features, predict the synergy score measuring deviation from expected non-interaction effect.. Dataset: NCI-60 drug combinations with 297,098 pairs across 59 cell lines (1) Drug 1: CN(CC1=CN=C2C(=N1)C(=NC(=N2)N)N)C3=CC=C(C=C3)C(=O)NC(CCC(=O)O)C(=O)O. Drug 2: C1CC(CCC1OC2=C(C(=CC=C2)Cl)F)(CC3=NC(=CC=C3)NC4=NC=CS4)C(=O)O. Cell line: HT29. Synergy scores: CSS=31.4, Synergy_ZIP=-3.08, Synergy_Bliss=-5.75, Synergy_Loewe=-26.5, Synergy_HSA=-6.21. (2) Drug 1: CC1=C(C(CCC1)(C)C)C=CC(=CC=CC(=CC(=O)O)C)C. Drug 2: C1C(C(OC1N2C=NC(=NC2=O)N)CO)O. Cell line: HOP-92. Synergy scores: CSS=-1.46, Synergy_ZIP=1.40, Synergy_Bliss=3.62, Synergy_Loewe=-9.74, Synergy_HSA=-5.36. (3) Drug 1: CC1CCC2CC(C(=CC=CC=CC(CC(C(=O)C(C(C(=CC(C(=O)CC(OC(=O)C3CCCCN3C(=O)C(=O)C1(O2)O)C(C)CC4CCC(C(C4)OC)O)C)C)O)OC)C)C)C)OC. Drug 2: CC1C(C(CC(O1)OC2CC(CC3=C2C(=C4C(=C3O)C(=O)C5=C(C4=O)C(=CC=C5)OC)O)(C(=O)CO)O)N)O.Cl. Cell line: UO-31. Synergy scores: CSS=39.7, Synergy_ZIP=8.83, Synergy_Bliss=9.98, Synergy_Loewe=12.4, Synergy_HSA=11.6. (4) Drug 2: CCCCCOC(=O)NC1=NC(=O)N(C=C1F)C2C(C(C(O2)C)O)O. Cell line: U251. Synergy scores: CSS=3.59, Synergy_ZIP=-0.584, Synergy_Bliss=0.0113, Synergy_Loewe=1.34, Synergy_HSA=0.549. Drug 1: C1CCC(C1)C(CC#N)N2C=C(C=N2)C3=C4C=CNC4=NC=N3. (5) Drug 1: CN(C)N=NC1=C(NC=N1)C(=O)N. Drug 2: COCCOC1=C(C=C2C(=C1)C(=NC=N2)NC3=CC=CC(=C3)C#C)OCCOC.Cl. Cell line: HL-60(TB). Synergy scores: CSS=-1.66, Synergy_ZIP=-7.66, Synergy_Bliss=-18.2, Synergy_Loewe=-18.1, Synergy_HSA=-17.3.